This data is from Forward reaction prediction with 1.9M reactions from USPTO patents (1976-2016). The task is: Predict the product of the given reaction. (1) Given the reactants FC(F)(F)C(O)=O.[CH3:8][NH:9][CH2:10][C:11]1[CH:12]=[C:13]([C:17]2[CH:22]=[CH:21][C:20]([CH2:23][CH:24]3[S:28][C:27](=[O:29])[NH:26][C:25]3=[O:30])=[CH:19][CH:18]=2)[CH:14]=[CH:15][CH:16]=1.[C:31](Cl)(=[O:38])[C:32]1[CH:37]=[CH:36][CH:35]=[N:34][CH:33]=1, predict the reaction product. The product is: [O:29]=[C:27]1[NH:26][C:25](=[O:30])[CH:24]([CH2:23][C:20]2[CH:19]=[CH:18][C:17]([C:13]3[CH:14]=[CH:15][CH:16]=[C:11]([CH2:10][N:9]([CH3:8])[C:31](=[O:38])[C:32]4[CH:37]=[CH:36][CH:35]=[N:34][CH:33]=4)[CH:12]=3)=[CH:22][CH:21]=2)[S:28]1. (2) The product is: [CH3:1][O:2][C:3]1[CH:8]=[C:7]([CH3:9])[C:6]([S:10]([N:13]([CH3:14])[CH2:15][C:16]2[O:20][CH:19]=[C:18]([C:21]([N:48]3[CH2:47][CH2:46][N:45]([CH2:44][CH:40]4[CH2:41][CH2:42][CH2:43][N:38]([CH3:37])[CH2:39]4)[CH2:50][CH2:49]3)=[O:22])[CH:17]=2)(=[O:12])=[O:11])=[C:5]([CH3:24])[CH:4]=1. Given the reactants [CH3:1][O:2][C:3]1[CH:8]=[C:7]([CH3:9])[C:6]([S:10]([N:13]([CH2:15][C:16]2[O:20][CH:19]=[C:18]([C:21](O)=[O:22])[CH:17]=2)[CH3:14])(=[O:12])=[O:11])=[C:5]([CH3:24])[CH:4]=1.C1N=CN(C(N2C=NC=C2)=O)C=1.[CH3:37][N:38]1[CH2:43][CH2:42][CH2:41][CH:40]([CH2:44][N:45]2[CH2:50][CH2:49][NH:48][CH2:47][CH2:46]2)[CH2:39]1, predict the reaction product. (3) Given the reactants [C:1]1([C:7]2[N:11]3[N:12]=[C:13](Br)[CH:14]=[C:15]([O:16][CH3:17])[C:10]3=[N:9][C:8]=2[C:19]2[CH:24]=[CH:23][C:22]([C:25]3([NH:29][C:30](=[O:36])[O:31][C:32]([CH3:35])([CH3:34])[CH3:33])[CH2:28][CH2:27][CH2:26]3)=[CH:21][CH:20]=2)[CH:6]=[CH:5][CH:4]=[CH:3][CH:2]=1.C([O-])=O.[Na+], predict the reaction product. The product is: [CH3:17][O:16][C:15]1[C:10]2[N:11]([C:7]([C:1]3[CH:6]=[CH:5][CH:4]=[CH:3][CH:2]=3)=[C:8]([C:19]3[CH:20]=[CH:21][C:22]([C:25]4([NH:29][C:30](=[O:36])[O:31][C:32]([CH3:35])([CH3:33])[CH3:34])[CH2:28][CH2:27][CH2:26]4)=[CH:23][CH:24]=3)[N:9]=2)[N:12]=[CH:13][CH:14]=1. (4) Given the reactants [C:1]([C:5]1[C:6]([OH:22])=[C:7]([NH:11][C:12](=[O:21])[CH:13](Cl)[C:14]2[CH:19]=[CH:18][CH:17]=[CH:16][CH:15]=2)[CH:8]=[CH:9][CH:10]=1)([CH3:4])([CH3:3])[CH3:2].C(=O)([O-])[O-].[K+].[K+].Cl, predict the reaction product. The product is: [C:1]([C:5]1[C:6]2[O:22][CH:13]([C:14]3[CH:19]=[CH:18][CH:17]=[CH:16][CH:15]=3)[C:12](=[O:21])[NH:11][C:7]=2[CH:8]=[CH:9][CH:10]=1)([CH3:4])([CH3:3])[CH3:2]. (5) Given the reactants [CH3:1][C:2]1[CH:3]=[C:4]([NH2:21])[CH:5]=[CH:6][C:7]=1[O:8][C:9]1[C:14]([C:15]2[CH:20]=[CH:19][N:18]=[CH:17][N:16]=2)=[CH:13][CH:12]=[CH:11][N:10]=1.[F:22][C:23]([F:35])([F:34])[C:24]1[CH:25]=[C:26]([CH2:30][C:31](O)=[O:32])[CH:27]=[CH:28][CH:29]=1.C(Cl)CCl, predict the reaction product. The product is: [CH3:1][C:2]1[CH:3]=[C:4]([NH:21][C:31](=[O:32])[CH2:30][C:26]2[CH:27]=[CH:28][CH:29]=[C:24]([C:23]([F:34])([F:22])[F:35])[CH:25]=2)[CH:5]=[CH:6][C:7]=1[O:8][C:9]1[C:14]([C:15]2[CH:20]=[CH:19][N:18]=[CH:17][N:16]=2)=[CH:13][CH:12]=[CH:11][N:10]=1. (6) The product is: [Cl:1][C:2]1[CH:3]=[CH:4][C:5]([NH:8][C:9](=[O:14])[C:10]([CH3:11])([CH3:13])[CH3:12])=[C:6]([C:28]2([OH:31])[CH2:27][CH2:26][N:25]([CH2:24]/[CH:23]=[CH:22]/[C:19]3[CH:18]=[CH:17][C:16]([Cl:15])=[CH:21][CH:20]=3)[CH2:30][CH2:29]2)[CH:7]=1. Given the reactants [Cl:1][C:2]1[CH:7]=[CH:6][C:5]([NH:8][C:9](=[O:14])[C:10]([CH3:13])([CH3:12])[CH3:11])=[CH:4][CH:3]=1.[Cl:15][C:16]1[CH:21]=[CH:20][C:19](/[CH:22]=[CH:23]/[CH2:24][N:25]2[CH2:30][CH2:29][C:28](=[O:31])[CH2:27][CH2:26]2)=[CH:18][CH:17]=1.Cl, predict the reaction product.